Dataset: Peptide-MHC class I binding affinity with 185,985 pairs from IEDB/IMGT. Task: Regression. Given a peptide amino acid sequence and an MHC pseudo amino acid sequence, predict their binding affinity value. This is MHC class I binding data. (1) The peptide sequence is YYQLCQHLK. The MHC is HLA-B35:01 with pseudo-sequence HLA-B35:01. The binding affinity (normalized) is 0.0847. (2) The peptide sequence is KGFFRVFKK. The MHC is HLA-A03:01 with pseudo-sequence HLA-A03:01. The binding affinity (normalized) is 0.851. (3) The peptide sequence is WVLAYMLFT. The MHC is HLA-A68:02 with pseudo-sequence HLA-A68:02. The binding affinity (normalized) is 0. (4) The peptide sequence is TCQGSDDIK. The MHC is HLA-A03:01 with pseudo-sequence HLA-A03:01. The binding affinity (normalized) is 0. (5) The peptide sequence is SSPSRCERM. The MHC is Mamu-A01 with pseudo-sequence Mamu-A01. The binding affinity (normalized) is 1.00. (6) The binding affinity (normalized) is 0.430. The peptide sequence is KRTDKFIVR. The MHC is Mamu-B03 with pseudo-sequence Mamu-B03. (7) The peptide sequence is GSFAAPATK. The MHC is HLA-A03:01 with pseudo-sequence HLA-A03:01. The binding affinity (normalized) is 0.505.